From a dataset of NCI-60 drug combinations with 297,098 pairs across 59 cell lines. Regression. Given two drug SMILES strings and cell line genomic features, predict the synergy score measuring deviation from expected non-interaction effect. (1) Drug 1: CC1CC2CCC3C(=C)CC(O3)CCC45CC6C(O4)C7C(O6)C(O5)C8C(O7)CCC(O8)CC(=O)CC9C(CC(C1=C)O2)OC(C9OC)CC(CN)O.CS(=O)(=O)O. Drug 2: CC1C(C(CC(O1)OC2CC(CC3=C2C(=C4C(=C3O)C(=O)C5=C(C4=O)C(=CC=C5)OC)O)(C(=O)CO)O)N)O.Cl. Cell line: HL-60(TB). Synergy scores: CSS=43.2, Synergy_ZIP=-8.57, Synergy_Bliss=-9.54, Synergy_Loewe=-7.37, Synergy_HSA=-5.42. (2) Drug 1: CS(=O)(=O)C1=CC(=C(C=C1)C(=O)NC2=CC(=C(C=C2)Cl)C3=CC=CC=N3)Cl. Drug 2: CN(C(=O)NC(C=O)C(C(C(CO)O)O)O)N=O. Cell line: OVCAR-4. Synergy scores: CSS=4.84, Synergy_ZIP=-1.15, Synergy_Bliss=1.68, Synergy_Loewe=-1.75, Synergy_HSA=0.599. (3) Drug 1: CC1C(C(CC(O1)OC2CC(OC(C2O)C)OC3=CC4=CC5=C(C(=O)C(C(C5)C(C(=O)C(C(C)O)O)OC)OC6CC(C(C(O6)C)O)OC7CC(C(C(O7)C)O)OC8CC(C(C(O8)C)O)(C)O)C(=C4C(=C3C)O)O)O)O. Drug 2: CC1CCC2CC(C(=CC=CC=CC(CC(C(=O)C(C(C(=CC(C(=O)CC(OC(=O)C3CCCCN3C(=O)C(=O)C1(O2)O)C(C)CC4CCC(C(C4)OC)O)C)C)O)OC)C)C)C)OC. Cell line: HOP-62. Synergy scores: CSS=59.1, Synergy_ZIP=0.807, Synergy_Bliss=7.87, Synergy_Loewe=-2.09, Synergy_HSA=2.65. (4) Drug 1: C1=CC=C(C(=C1)C(C2=CC=C(C=C2)Cl)C(Cl)Cl)Cl. Drug 2: CS(=O)(=O)OCCCCOS(=O)(=O)C. Cell line: UACC62. Synergy scores: CSS=5.57, Synergy_ZIP=-1.75, Synergy_Bliss=0.00957, Synergy_Loewe=-2.18, Synergy_HSA=-1.26. (5) Drug 1: CC(C1=C(C=CC(=C1Cl)F)Cl)OC2=C(N=CC(=C2)C3=CN(N=C3)C4CCNCC4)N. Drug 2: CC1C(C(CC(O1)OC2CC(OC(C2O)C)OC3=CC4=CC5=C(C(=O)C(C(C5)C(C(=O)C(C(C)O)O)OC)OC6CC(C(C(O6)C)O)OC7CC(C(C(O7)C)O)OC8CC(C(C(O8)C)O)(C)O)C(=C4C(=C3C)O)O)O)O. Cell line: RPMI-8226. Synergy scores: CSS=12.2, Synergy_ZIP=35.7, Synergy_Bliss=35.8, Synergy_Loewe=30.7, Synergy_HSA=29.7. (6) Drug 1: CC1=C(C(=CC=C1)Cl)NC(=O)C2=CN=C(S2)NC3=CC(=NC(=N3)C)N4CCN(CC4)CCO. Drug 2: C1CC(=O)NC(=O)C1N2C(=O)C3=CC=CC=C3C2=O. Cell line: EKVX. Synergy scores: CSS=6.55, Synergy_ZIP=-2.47, Synergy_Bliss=0.453, Synergy_Loewe=-70.6, Synergy_HSA=-0.678.